This data is from Retrosynthesis with 50K atom-mapped reactions and 10 reaction types from USPTO. The task is: Predict the reactants needed to synthesize the given product. (1) Given the product Cc1[nH]c(C=NN=C2C(=O)Nc3ccc(F)cc32)c(C)c1C(=O)NCC(=O)O, predict the reactants needed to synthesize it. The reactants are: COC(=O)CNC(=O)c1c(C)[nH]c(C=NN=C2C(=O)Nc3ccc(F)cc32)c1C. (2) Given the product CCC(c1nc2onc(C)c2c(=O)n1Cc1ccccc1)N(CCCNC(=O)OC(C)(C)C)C(=O)c1ccc(C)cc1, predict the reactants needed to synthesize it. The reactants are: CCC(NCCCNC(=O)OC(C)(C)C)c1nc2onc(C)c2c(=O)n1Cc1ccccc1.Cc1ccc(C(=O)Cl)cc1. (3) Given the product CCOC(=O)Cc1cncc(-c2ccc(C(F)(F)F)cc2CN(CC)C(=O)Cc2nc(OCC)cc(OCC)n2)c1, predict the reactants needed to synthesize it. The reactants are: CCNCc1cc(C(F)(F)F)ccc1-c1cncc(CC(=O)OCC)c1.CCOc1cc(OCC)nc(CC(=O)O)n1. (4) Given the product COc1cc(N)cc(O)c1Cl, predict the reactants needed to synthesize it. The reactants are: COc1cc(N)cc(OC)c1Cl. (5) The reactants are: CN.CNc1nc(Cl)cc(NS(=O)(=O)c2cccc(Cl)c2)n1. Given the product CNc1cc(NS(=O)(=O)c2cccc(Cl)c2)nc(NC)n1, predict the reactants needed to synthesize it. (6) Given the product O=CCCc1cccc(OC(F)F)c1, predict the reactants needed to synthesize it. The reactants are: OCCCc1cccc(OC(F)F)c1.